Dataset: Reaction yield outcomes from USPTO patents with 853,638 reactions. Task: Predict the reaction yield, written as a fraction of the theoretical maximum amount of product (1.0 means a 100% yield; for example, 0.34 means a 34% yield). The reactants are [Br:1][C:2]1[CH:3]=[C:4]([C:8]2[N:12](COCC[Si](C)(C)C)[N:11]=[CH:10][N:9]=2)[CH:5]=[CH:6][CH:7]=1.Cl. The catalyst is C(O)C. The product is [Br:1][C:2]1[CH:3]=[C:4]([C:8]2[NH:12][N:11]=[CH:10][N:9]=2)[CH:5]=[CH:6][CH:7]=1. The yield is 0.890.